Dataset: Reaction yield outcomes from USPTO patents with 853,638 reactions. Task: Predict the reaction yield, written as a fraction of the theoretical maximum amount of product (1.0 means a 100% yield; for example, 0.34 means a 34% yield). (1) The reactants are [Br:1][C:2]1[S:6][C:5]([C:7]([OH:9])=O)=[CH:4][CH:3]=1.Cl.Cl.[N:12]12[CH2:20][CH2:19][CH:16]([CH2:17][CH2:18]1)[NH:15][CH2:14][CH2:13]2.O.ON1C2C=CC=CC=2N=N1.F[B-](F)(F)F.N1(OC(N(C)C)=[N+](C)C)C2C=CC=CC=2N=N1.C(N(C(C)C)CC)(C)C.[OH-].[Na+]. The catalyst is CN(C)C=O. The product is [Br:1][C:2]1[S:6][C:5]([C:7]([N:15]2[CH:16]3[CH2:19][CH2:20][N:12]([CH2:18][CH2:17]3)[CH2:13][CH2:14]2)=[O:9])=[CH:4][CH:3]=1. The yield is 0.780. (2) The reactants are CS(O)(=O)=O.[NH2:6][CH2:7][C:8]1[CH:9]=[C:10]2[C:14](=[CH:15][CH:16]=1)[C:13](=[O:17])[N:12]([CH:18]1[CH2:23][CH2:22][C:21](=[O:24])[NH:20][C:19]1=[O:25])[CH2:11]2.[CH2:26]([O:28][C:29]1[CH:34]=[CH:33][C:32]([N:35]=[C:36]=[O:37])=[CH:31][CH:30]=1)[CH3:27].C(N(CC)CC)C.Cl. The catalyst is CN(C)C=O. The product is [O:25]=[C:19]1[CH:18]([N:12]2[CH2:11][C:10]3[C:14](=[CH:15][CH:16]=[C:8]([CH2:7][NH:6][C:36]([NH:35][C:32]4[CH:33]=[CH:34][C:29]([O:28][CH2:26][CH3:27])=[CH:30][CH:31]=4)=[O:37])[CH:9]=3)[C:13]2=[O:17])[CH2:23][CH2:22][C:21](=[O:24])[NH:20]1. The yield is 1.00. (3) The reactants are [Cl:1][C:2]1[CH:7]=[CH:6][C:5]([C:8]2[O:12][N:11]=[CH:10][C:9]=2[CH2:13][CH2:14][C:15]([OH:17])=[O:16])=[CH:4][CH:3]=1.S(=O)(=O)(O)O.[CH3:23]O. No catalyst specified. The product is [Cl:1][C:2]1[CH:3]=[CH:4][C:5]([C:8]2[O:12][N:11]=[CH:10][C:9]=2[CH2:13][CH2:14][C:15]([O:17][CH3:23])=[O:16])=[CH:6][CH:7]=1. The yield is 0.940. (4) The reactants are [CH2:1]([O:3][C:4]1[CH:5]=[C:6]2[C:11](=[C:12]3[CH2:16][C:15]([CH3:18])([CH3:17])[O:14][C:13]=13)[C:10]([C:19]1[CH:28]=[CH:27][C:22]([C:23]([O:25]C)=[O:24])=[C:21]([NH:29][CH2:30][C:31]3[CH:40]=[CH:39][C:38]4[C:33](=[CH:34][CH:35]=[CH:36][CH:37]=4)[N:32]=3)[CH:20]=1)=[N:9][C:8]([CH3:42])([CH3:41])[CH2:7]2)[CH3:2].[OH-].[Li+]. The catalyst is CO. The product is [CH2:1]([O:3][C:4]1[CH:5]=[C:6]2[C:11](=[C:12]3[CH2:16][C:15]([CH3:18])([CH3:17])[O:14][C:13]=13)[C:10]([C:19]1[CH:28]=[CH:27][C:22]([C:23]([OH:25])=[O:24])=[C:21]([NH:29][CH2:30][C:31]3[CH:40]=[CH:39][C:38]4[C:33](=[CH:34][CH:35]=[CH:36][CH:37]=4)[N:32]=3)[CH:20]=1)=[N:9][C:8]([CH3:41])([CH3:42])[CH2:7]2)[CH3:2]. The yield is 0.790. (5) The reactants are [CH:1]1([O:6][C:7]2[CH:11]=[CH:10][S:9][CH:8]=2)[CH2:5][CH2:4][CH2:3][CH2:2]1.S(Cl)([Cl:15])(=O)=O. The catalyst is ClCCl. The product is [Cl:15][C:8]1[S:9][CH:10]=[CH:11][C:7]=1[O:6][CH:1]1[CH2:2][CH2:3][CH2:4][CH2:5]1. The yield is 0.590.